This data is from Catalyst prediction with 721,799 reactions and 888 catalyst types from USPTO. The task is: Predict which catalyst facilitates the given reaction. (1) The catalyst class is: 3. Reactant: [CH3:1][N:2]1[CH2:7][CH2:6][N:5]2[N:8]=[C:9]([C:14](OC)=[O:15])[C:10]([N+:11]([O-:13])=[O:12])=[C:4]2[C:3]1=[O:18].[NH3:19].C(O)C. Product: [CH3:1][N:2]1[CH2:7][CH2:6][N:5]2[N:8]=[C:9]([C:14]([NH2:19])=[O:15])[C:10]([N+:11]([O-:13])=[O:12])=[C:4]2[C:3]1=[O:18]. (2) Reactant: [S:1]1[C:5]2[CH:6]=[CH:7][CH:8]=[CH:9][C:4]=2[C:3]([N:10]2[CH2:15][CH2:14][N:13]([CH2:16][CH2:17][C:18]3[CH:19]=[C:20]4[C:24](=[CH:25][C:26]=3[Cl:27])[NH:23][C:22](=[O:28])[CH2:21]4)[CH2:12][CH2:11]2)=[N:2]1.[Cl:29]CCl.Cl. Product: [CH:8]1[CH:7]=[CH:6][C:5]2[S:1][N:2]=[C:3]([N:10]3[CH2:11][CH2:12][N:13]([CH2:16][CH2:17][C:18]4[CH:19]=[C:20]5[CH2:21][C:22](=[O:28])[NH:23][C:24]5=[CH:25][C:26]=4[Cl:27])[CH2:14][CH2:15]3)[C:4]=2[CH:9]=1.[ClH:29]. The catalyst class is: 32. (3) Reactant: Cl.[CH3:2][O:3][C:4](=[O:9])[C@H:5]([CH2:7][OH:8])[NH2:6].C([O-])(O)=O.[Na+].[CH2:15]([O:22][C:23](Cl)=[O:24])[C:16]1[CH:21]=[CH:20][CH:19]=[CH:18][CH:17]=1. Product: [CH3:2][O:3][C:4](=[O:9])[CH:5]([NH:6][C:23]([O:22][CH2:15][C:16]1[CH:21]=[CH:20][CH:19]=[CH:18][CH:17]=1)=[O:24])[CH2:7][OH:8]. The catalyst class is: 25. (4) Reactant: [CH3:1][C:2]1[CH:7]=[CH:6][C:5]([C:8]2[CH:13]=[C:12]([O:14][C:15]3[S:16][CH:17]=[CH:18][N:19]=3)[CH:11]=[C:10]([C:20]([OH:22])=O)[CH:9]=2)=[CH:4][CH:3]=1.[CH3:23][C:24]1[N:29]=[CH:28][C:27]([C@H:30]([NH2:32])[CH3:31])=[CH:26][N:25]=1.F[P-](F)(F)(F)(F)F.C[N+](C)=C(N(C)C)ON1C2N=CC=CC=2N=N1.C(N(CC)C(C)C)(C)C. Product: [CH3:1][C:2]1[CH:3]=[CH:4][C:5]([C:8]2[CH:13]=[C:12]([O:14][C:15]3[S:16][CH:17]=[CH:18][N:19]=3)[CH:11]=[C:10]([C:20]([NH:32][C@@H:30]([C:27]3[CH:26]=[N:25][C:24]([CH3:23])=[N:29][CH:28]=3)[CH3:31])=[O:22])[CH:9]=2)=[CH:6][CH:7]=1. The catalyst class is: 9. (5) Product: [F:1][C:2]1[CH:7]=[C:6]([S:8]([CH3:11])(=[O:10])=[O:9])[C:5]([F:12])=[CH:4][C:3]=1[NH:13][C@H:14]1[CH2:18][CH2:17][N:16]([CH:19]2[CH2:24][CH2:23][NH:22][CH2:21][CH2:20]2)[C:15]1=[O:35]. The catalyst class is: 29. Reactant: [F:1][C:2]1[CH:7]=[C:6]([S:8]([CH3:11])(=[O:10])=[O:9])[C:5]([F:12])=[CH:4][C:3]=1[NH:13][C@H:14]1[CH2:18][CH2:17][N:16]([CH:19]2[CH2:24][CH2:23][N:22](C(OCC3C=CC=CC=3)=O)[CH2:21][CH2:20]2)[C:15]1=[O:35].[H][H]. (6) Reactant: C([C:4]1[CH:5]=[C:6]([O:12][CH3:13])[C:7]([F:11])=[C:8]([F:10])[CH:9]=1)C=C.[C:14]([OH:17])(=[O:16])[CH3:15].O=[O+][O-].O=O. Product: [F:10][C:8]1[CH:9]=[C:4]([CH2:15][C:14]([OH:17])=[O:16])[CH:5]=[C:6]([O:12][CH3:13])[C:7]=1[F:11]. The catalyst class is: 84. (7) The catalyst class is: 11. Reactant: C1(C)C=CC(S(O)(=O)=O)=CC=1.[OH:12][CH2:13][C:14]([CH2:20][OH:21])([CH3:19])[C:15]([O:17][CH3:18])=[O:16].[CH3:22][O:23][CH:24](OC)[CH2:25][CH2:26]OC.C(=O)(O)[O-].[Na+]. Product: [CH3:22][O:23][CH2:24][CH2:25][CH:26]1[O:21][CH2:20][C:14]([CH3:19])([C:15]([O:17][CH3:18])=[O:16])[CH2:13][O:12]1. (8) Reactant: [H-].[Na+].[Cl:3][C:4]1[CH:11]=[CH:10][C:7]([C:8]#[N:9])=[C:6]([C:12]2[C:17]([O:18][CH3:19])=[CH:16][NH:15][C:14](=[O:20])[CH:13]=2)[CH:5]=1.[CH3:21][O:22][CH2:23][CH2:24][CH:25](OS(C(F)(F)F)(=O)=O)[C:26]([O:28][C:29]([CH3:32])([CH3:31])[CH3:30])=[O:27]. Product: [Cl:3][C:4]1[CH:11]=[CH:10][C:7]([C:8]#[N:9])=[C:6]([C:12]2[C:17]([O:18][CH3:19])=[CH:16][N:15]([CH:25]([CH2:24][CH2:23][O:22][CH3:21])[C:26]([O:28][C:29]([CH3:32])([CH3:30])[CH3:31])=[O:27])[C:14](=[O:20])[CH:13]=2)[CH:5]=1. The catalyst class is: 7. (9) Reactant: C[Si]([C:5]#[C:6][C:7]1[CH:12]=[CH:11][C:10]([CH2:13][C:14]([NH:16][NH:17][C:18]([O:20][C:21]([CH3:24])([CH3:23])[CH3:22])=[O:19])=[O:15])=[CH:9][CH:8]=1)(C)C.[F-].C([N+](CCCC)(CCCC)CCCC)CCC. Product: [C:6]([C:7]1[CH:12]=[CH:11][C:10]([CH2:13][C:14]([NH:16][NH:17][C:18]([O:20][C:21]([CH3:24])([CH3:23])[CH3:22])=[O:19])=[O:15])=[CH:9][CH:8]=1)#[CH:5]. The catalyst class is: 7.